From a dataset of NCI-60 drug combinations with 297,098 pairs across 59 cell lines. Regression. Given two drug SMILES strings and cell line genomic features, predict the synergy score measuring deviation from expected non-interaction effect. (1) Synergy scores: CSS=7.20, Synergy_ZIP=-2.03, Synergy_Bliss=0.944, Synergy_Loewe=-1.75, Synergy_HSA=-1.63. Cell line: UO-31. Drug 1: C1=NC2=C(N=C(N=C2N1C3C(C(C(O3)CO)O)O)F)N. Drug 2: C1=CN(C=N1)CC(O)(P(=O)(O)O)P(=O)(O)O. (2) Synergy scores: CSS=44.4, Synergy_ZIP=2.54, Synergy_Bliss=10.9, Synergy_Loewe=13.2, Synergy_HSA=13.2. Cell line: RXF 393. Drug 2: C1CN1C2=NC(=NC(=N2)N3CC3)N4CC4. Drug 1: C1=CC=C(C=C1)NC(=O)CCCCCCC(=O)NO. (3) Drug 1: C1=NC2=C(N1)C(=S)N=CN2. Drug 2: C1C(C(OC1N2C=NC(=NC2=O)N)CO)O. Cell line: COLO 205. Synergy scores: CSS=24.3, Synergy_ZIP=-6.39, Synergy_Bliss=-0.369, Synergy_Loewe=-0.762, Synergy_HSA=2.07. (4) Cell line: HCT116. Drug 2: CN1C(=O)N2C=NC(=C2N=N1)C(=O)N. Drug 1: CNC(=O)C1=CC=CC=C1SC2=CC3=C(C=C2)C(=NN3)C=CC4=CC=CC=N4. Synergy scores: CSS=3.62, Synergy_ZIP=-2.07, Synergy_Bliss=-5.93, Synergy_Loewe=-15.3, Synergy_HSA=-7.35.